Dataset: Full USPTO retrosynthesis dataset with 1.9M reactions from patents (1976-2016). Task: Predict the reactants needed to synthesize the given product. (1) Given the product [CH3:1][N:2]1[CH2:7][CH2:6][N:5]([CH2:8][C:9]2[CH:14]=[CH:13][C:12]([NH2:15])=[CH:11][CH:10]=2)[CH2:4][CH2:3]1, predict the reactants needed to synthesize it. The reactants are: [CH3:1][N:2]1[CH2:7][CH2:6][N:5]([CH2:8][C:9]2[CH:14]=[CH:13][C:12]([N+:15]([O-])=O)=[CH:11][CH:10]=2)[CH2:4][CH2:3]1.CO.[H][H]. (2) Given the product [C:28]([CH:27]=[CH:1][C:3]1[CH:4]=[C:5]([CH:10]=[CH:11][CH:12]=1)[C:6]([O:8][CH3:9])=[O:7])#[N:29], predict the reactants needed to synthesize it. The reactants are: [CH:1]([C:3]1[CH:4]=[C:5]([CH:10]=[CH:11][CH:12]=1)[C:6]([O:8][CH3:9])=[O:7])=O.C(=O)([O-])[O-].[K+].[K+].C(OP([CH2:27][C:28]#[N:29])(=O)OCC)C.O.